From a dataset of CYP3A4 inhibition data for predicting drug metabolism from PubChem BioAssay. Regression/Classification. Given a drug SMILES string, predict its absorption, distribution, metabolism, or excretion properties. Task type varies by dataset: regression for continuous measurements (e.g., permeability, clearance, half-life) or binary classification for categorical outcomes (e.g., BBB penetration, CYP inhibition). Dataset: cyp3a4_veith. (1) The molecule is Oc1ccc(C2Nc3cccc4cccc(c34)N2)c(O)c1. The result is 1 (inhibitor). (2) The compound is c1cncc(-c2nc(NCCN3CCOCC3)c3ccccc3n2)c1. The result is 1 (inhibitor). (3) The molecule is S=C1NCN2CCN(CC2)CNC(=S)C(=S)NCN2CCN(CC2)CNC1=S. The result is 0 (non-inhibitor). (4) The molecule is CC(C)[C@H](N=Cc1ccccc1O)C(=O)O. The result is 0 (non-inhibitor). (5) The molecule is CCC(C)NC(=O)C1c2cc(OC)c(OC)cc2C(=O)N(C)C1c1cccs1. The result is 1 (inhibitor).